From a dataset of Peptide-MHC class I binding affinity with 185,985 pairs from IEDB/IMGT. Regression. Given a peptide amino acid sequence and an MHC pseudo amino acid sequence, predict their binding affinity value. This is MHC class I binding data. The peptide sequence is SVITQACPK. The MHC is HLA-A26:01 with pseudo-sequence HLA-A26:01. The binding affinity (normalized) is 0.